This data is from Catalyst prediction with 721,799 reactions and 888 catalyst types from USPTO. The task is: Predict which catalyst facilitates the given reaction. (1) Reactant: [Cl:1][C:2]1[CH:7]=[CH:6][C:5]([CH2:8][C@@H:9]([NH:24][C:25]([C@@H:27]2[CH2:36][C:35]3[C:30](=[CH:31][CH:32]=[CH:33][CH:34]=3)[CH2:29][N:28]2C(OC(C)(C)C)=O)=[O:26])[C:10](=[O:23])[N:11]2[CH2:16][CH2:15][N:14]([C:17]3[CH:22]=[CH:21][CH:20]=[CH:19][N:18]=3)[CH2:13][CH2:12]2)=[CH:4][CH:3]=1.Cl. Product: [Cl:1][C:2]1[CH:7]=[CH:6][C:5]([CH2:8][C@@H:9]([NH:24][C:25]([C@@H:27]2[CH2:36][C:35]3[C:30](=[CH:31][CH:32]=[CH:33][CH:34]=3)[CH2:29][NH:28]2)=[O:26])[C:10](=[O:23])[N:11]2[CH2:12][CH2:13][N:14]([C:17]3[CH:22]=[CH:21][CH:20]=[CH:19][N:18]=3)[CH2:15][CH2:16]2)=[CH:4][CH:3]=1. The catalyst class is: 25. (2) Reactant: [F:1][C:2]([F:7])([F:6])[C:3]([OH:5])=[O:4].[CH3:8][C:9]1[N:14]2[N:15]=[N:16][N:17]=[C:13]2[C:12]2[N:18]=[C:19]([CH3:31])[N:20]([CH2:21][CH2:22][NH:23]C(=O)OC(C)(C)C)[C:11]=2[C:10]=1[CH3:32]. Product: [F:1][C:2]([F:7])([F:6])[C:3]([OH:5])=[O:4].[CH3:8][C:9]1[N:14]2[N:15]=[N:16][N:17]=[C:13]2[C:12]2[N:18]=[C:19]([CH3:31])[N:20]([CH2:21][CH2:22][NH2:23])[C:11]=2[C:10]=1[CH3:32]. The catalyst class is: 4. (3) Reactant: [O:1]=[C:2]([CH3:34])[CH2:3][O:4][C:5]1[CH:6]=[C:7]([CH:31]=[CH:32][CH:33]=1)[C:8]([NH:10][C:11]12[CH2:20][CH:15]3[CH2:16][CH:17]([CH2:19][C:13]([NH:21][C:22]([C:24]4[CH:29]=[N:28][CH:27]=[C:26]([CH3:30])[N:25]=4)=[O:23])([CH2:14]3)[CH2:12]1)[CH2:18]2)=[O:9].[CH3:35][Mg+].[Br-]. Product: [OH:1][C:2]([CH3:35])([CH3:34])[CH2:3][O:4][C:5]1[CH:6]=[C:7]([CH:31]=[CH:32][CH:33]=1)[C:8]([NH:10][C:11]12[CH2:18][CH:17]3[CH2:16][CH:15]([CH2:14][C:13]([NH:21][C:22]([C:24]4[CH:29]=[N:28][CH:27]=[C:26]([CH3:30])[N:25]=4)=[O:23])([CH2:19]3)[CH2:12]1)[CH2:20]2)=[O:9]. The catalyst class is: 116.